From a dataset of Reaction yield outcomes from USPTO patents with 853,638 reactions. Predict the reaction yield, written as a fraction of the theoretical maximum amount of product (1.0 means a 100% yield; for example, 0.34 means a 34% yield). The reactants are Cl.[Cl:2]C1C=C(C=CC=1)OC1C=C(C=CC=1OC)CC1C=CC(NS(C)(=O)=O)=NC=1.[Cl:30][C:31]1[CH:32]=[C:33]([CH:51]=[CH:52][CH:53]=1)[O:34][C:35]1[CH:36]=[C:37]([CH:46]=[CH:47][C:48]=1[O:49][CH3:50])[CH2:38][C:39]1[CH:40]=[CH:41][C:42]([NH2:45])=[N:43][CH:44]=1.CS(Cl)(=O)=O. The yield is 0.380. The product is [ClH:2].[Cl:30][C:31]1[CH:32]=[C:33]([CH:51]=[CH:52][CH:53]=1)[O:34][C:35]1[CH:36]=[C:37]([CH:46]=[CH:47][C:48]=1[O:49][CH3:50])[CH2:38][C:39]1[CH:40]=[CH:41][C:42]([NH2:45])=[N:43][CH:44]=1. The catalyst is N1C=CC=CC=1.